This data is from Full USPTO retrosynthesis dataset with 1.9M reactions from patents (1976-2016). The task is: Predict the reactants needed to synthesize the given product. Given the product [N:12]1[C:11]([N:14]2[CH2:19][CH2:18][CH2:17][C@H:16]([NH:20][C:21]([C:23]34[CH2:32][CH:27]5[CH2:28][CH:29]([CH2:31][CH:25]([CH:26]5[OH:33])[CH2:24]3)[CH2:30]4)=[O:22])[CH2:15]2)=[CH:10][CH:9]=[C:8]([C:37]2[CH:38]=[CH:39][N:34]=[CH:35][CH:36]=2)[CH:13]=1, predict the reactants needed to synthesize it. The reactants are: C(=O)([O-])[O-].[Na+].[Na+].Br[C:8]1[CH:9]=[CH:10][C:11]([N:14]2[CH2:19][CH2:18][CH2:17][C@H:16]([NH:20][C:21]([C:23]34[CH2:32][CH:27]5[CH2:28][CH:29]([CH2:31][CH:25]([CH:26]5[OH:33])[CH2:24]3)[CH2:30]4)=[O:22])[CH2:15]2)=[N:12][CH:13]=1.[N:34]1[CH:39]=[CH:38][C:37](B(O)O)=[CH:36][CH:35]=1.C1(C)C=CC=CC=1.C(O)C.